From a dataset of Full USPTO retrosynthesis dataset with 1.9M reactions from patents (1976-2016). Predict the reactants needed to synthesize the given product. (1) Given the product [NH2:40][C:35]1[N:34]=[C:33]([NH2:41])[C:32]2[C:37](=[N:38][CH:39]=[C:30]([CH2:29][N:27]([CH3:28])[C:24]3[CH:25]=[CH:26][C:21]([C:20]([NH:19][CH2:18][CH2:17][P:8]([O:10][C:11]4[CH:12]=[CH:13][CH:14]=[CH:15][CH:16]=4)([O:7][CH:5]([CH3:6])[C:4]([OH:43])=[O:3])=[O:9])=[O:42])=[CH:22][CH:23]=3)[N:31]=2)[N:36]=1, predict the reactants needed to synthesize it. The reactants are: C([O:3][C:4](=[O:43])[CH:5]([O:7][P:8]([CH2:17][CH2:18][NH:19][C:20](=[O:42])[C:21]1[CH:26]=[CH:25][C:24]([N:27]([CH2:29][C:30]2[N:31]=[C:32]3[C:37](=[N:38][CH:39]=2)[N:36]=[C:35]([NH2:40])[N:34]=[C:33]3[NH2:41])[CH3:28])=[CH:23][CH:22]=1)([O:10][C:11]1[CH:16]=[CH:15][CH:14]=[CH:13][CH:12]=1)=[O:9])[CH3:6])C.[OH-].[Na+]. (2) Given the product [Cl:1][C:2]1[CH:3]=[CH:4][C:5]([CH2:6][N:7]2[C:12]([S:13][CH3:14])=[N:11][C:10](=[O:15])[N:9]([CH2:27][CH2:26][O:25][CH:20]3[CH2:21][CH2:22][CH2:23][CH2:24][O:19]3)[C:8]2=[O:16])=[CH:17][CH:18]=1, predict the reactants needed to synthesize it. The reactants are: [Cl:1][C:2]1[CH:18]=[CH:17][C:5]([CH2:6][N:7]2[C:12]([S:13][CH3:14])=[N:11][C:10](=[O:15])[NH:9][C:8]2=[O:16])=[CH:4][CH:3]=1.[O:19]1[CH2:24][CH2:23][CH2:22][CH2:21][CH:20]1[O:25][CH2:26][CH2:27]O.C1(P(C2C=CC=CC=2)C2C=CC=CC=2)C=CC=CC=1.N(C(OC(C)C)=O)=NC(OC(C)C)=O. (3) Given the product [CH3:22][C:20]1([CH3:23])[CH2:19][N:18]([S:24]([C:27]2[CH:32]=[CH:31][CH:30]=[CH:29][N:28]=2)(=[O:25])=[O:26])[CH2:17][C:16](=[O:33])[CH:15]([NH:14][C:13]([C@@H:8]([NH:7][C:6]([C:45]2[O:44][C:48]3[CH:49]=[CH:50][CH:51]=[CH:52][C:47]=3[CH:46]=2)=[O:35])[CH2:9][CH:10]([CH3:12])[CH3:11])=[O:34])[CH2:21]1, predict the reactants needed to synthesize it. The reactants are: C(O[C:6](=[O:35])[NH:7][C@H:8]([C:13](=[O:34])[NH:14][CH:15]1[CH2:21][C:20]([CH3:23])([CH3:22])[CH2:19][N:18]([S:24]([C:27]2[CH:32]=[CH:31][CH:30]=[CH:29][N:28]=2)(=[O:26])=[O:25])[CH2:17][CH:16]1[OH:33])[CH2:9][CH:10]([CH3:12])[CH3:11])(C)(C)C.Cl.O1CCOCC1.Cl.[O:44]1[C:48]2[CH:49]=[CH:50][CH:51]=[CH:52][C:47]=2[CH:46]=[C:45]1C(O)=O.CN(C(ON1N=NC2C=CC=CC1=2)=[N+](C)C)C.F[P-](F)(F)(F)(F)F.CN1CCOCC1. (4) Given the product [C:32]([C:31]1[CH:34]=[CH:35][C:28]([C:6]2[C:7]3[C:12](=[CH:11][C:10]([NH:13][S:14]([CH3:17])(=[O:15])=[O:16])=[CH:9][CH:8]=3)[N:4]([CH:1]([CH3:2])[CH3:3])[CH:5]=2)=[C:29]([CH3:36])[CH:30]=1)#[N:33], predict the reactants needed to synthesize it. The reactants are: [CH:1]([N:4]1[C:12]2[C:7](=[CH:8][CH:9]=[C:10]([NH:13][S:14]([CH3:17])(=[O:16])=[O:15])[CH:11]=2)[C:6](B2OC(C)(C)C(C)(C)O2)=[CH:5]1)([CH3:3])[CH3:2].Br[C:28]1[CH:35]=[CH:34][C:31]([C:32]#[N:33])=[CH:30][C:29]=1[CH3:36].C1(P(C2C=CC=CC=2)C2C=CC=CC=2C2C=CC=CC=2N(C)C)C=CC=CC=1.P([O-])([O-])([O-])=O.[K+].[K+].[K+].